Dataset: Catalyst prediction with 721,799 reactions and 888 catalyst types from USPTO. Task: Predict which catalyst facilitates the given reaction. (1) Reactant: F[C:2]1[N:7]=[C:6]([C:8]2[C:16]3[C:11](=[CH:12][N:13]=[C:14]([C:17]4[CH:18]=[N:19][CH:20]=[CH:21][CH:22]=4)[CH:15]=3)[N:10]([CH:23]3[CH2:28][CH2:27][CH2:26][CH2:25][O:24]3)[N:9]=2)[CH:5]=[CH:4][CH:3]=1.[NH:29]1[CH2:35][CH2:34][CH2:33][C@@H:32]([NH:36][C:37](=[O:46])[O:38][CH2:39][C:40]2[CH:45]=[CH:44][CH:43]=[CH:42][CH:41]=2)[CH2:31][CH2:30]1. Product: [N:19]1[CH:20]=[CH:21][CH:22]=[C:17]([C:14]2[CH:15]=[C:16]3[C:8]([C:6]4[N:7]=[C:2]([N:29]5[CH2:35][CH2:34][CH2:33][C@@H:32]([NH:36][C:37](=[O:46])[O:38][CH2:39][C:40]6[CH:41]=[CH:42][CH:43]=[CH:44][CH:45]=6)[CH2:31][CH2:30]5)[CH:3]=[CH:4][CH:5]=4)=[N:9][N:10]([CH:23]4[CH2:28][CH2:27][CH2:26][CH2:25][O:24]4)[C:11]3=[CH:12][N:13]=2)[CH:18]=1. The catalyst class is: 16. (2) Reactant: [OH:1][C:2]1[CH:3]=[CH:4][C:5]2[C:6]([CH:10]=1)=[N:7][O:8][N:9]=2.[F:11][C:12]([F:25])([F:24])[S:13](O[S:13]([C:12]([F:25])([F:24])[F:11])(=[O:15])=[O:14])(=[O:15])=[O:14]. Product: [N:9]1[O:8][N:7]=[C:6]2[CH:10]=[C:2]([O:1][S:13]([C:12]([F:25])([F:24])[F:11])(=[O:15])=[O:14])[CH:3]=[CH:4][C:5]=12. The catalyst class is: 166. (3) Reactant: [CH3:1][N:2](C(ON1N=NC2C=CC=NC1=2)=[N+](C)C)C.F[P-](F)(F)(F)(F)F.[CH3:25][O:26][C:27]1[CH:28]=[C:29]([CH:33]=[CH:34][C:35]=1[N+:36]([O-:38])=[O:37])[C:30](O)=[O:31].CCN(C(C)C)C(C)C.CN. Product: [CH3:25][O:26][C:27]1[CH:28]=[C:29]([CH:33]=[CH:34][C:35]=1[N+:36]([O-:38])=[O:37])[C:30]([NH:2][CH3:1])=[O:31]. The catalyst class is: 1. (4) Reactant: [CH3:1][N:2]([CH2:4][CH:5]([C:14]1([OH:20])[CH2:19][CH2:18][CH2:17][CH2:16][CH2:15]1)[C:6]1[CH:7]=[CH:8][C:9]([O:12]C)=[CH:10][CH:11]=1)[CH3:3].[C-]#N.[Na+].O.CC(C)=O. Product: [CH3:1][N:2]([CH2:4][CH:5]([C:14]1([OH:20])[CH2:19][CH2:18][CH2:17][CH2:16][CH2:15]1)[C:6]1[CH:7]=[CH:8][C:9]([OH:12])=[CH:10][CH:11]=1)[CH3:3]. The catalyst class is: 16. (5) Reactant: [O:1]1[CH2:6][CH2:5][CH2:4][CH2:3][CH:2]1[O:7][C@@H:8]1[CH2:16][C@@H:11]2[O:12][C:13](=[O:15])[CH2:14][C@@H:10]2[C@H:9]1/[CH:17]=[CH:18]/[C@@H:19]([O:32][CH:33]1[CH2:38][CH2:37][CH2:36][CH2:35][O:34]1)[CH2:20][O:21][C:22]1[CH:27]=[CH:26][CH:25]=[C:24]([C:28]([F:31])([F:30])[F:29])[CH:23]=1.CC(C[AlH]CC(C)C)C. Product: [O:1]1[CH2:6][CH2:5][CH2:4][CH2:3][CH:2]1[O:7][C@@H:8]1[CH2:16][C@@H:11]2[O:12][CH:13]([OH:15])[CH2:14][C@@H:10]2[C@H:9]1/[CH:17]=[CH:18]/[C@@H:19]([O:32][CH:33]1[CH2:38][CH2:37][CH2:36][CH2:35][O:34]1)[CH2:20][O:21][C:22]1[CH:27]=[CH:26][CH:25]=[C:24]([C:28]([F:29])([F:30])[F:31])[CH:23]=1. The catalyst class is: 11.